The task is: Predict the reaction yield, written as a fraction of the theoretical maximum amount of product (1.0 means a 100% yield; for example, 0.34 means a 34% yield).. This data is from Reaction yield outcomes from USPTO patents with 853,638 reactions. (1) The reactants are C[N:2](C)[CH:3]=[CH:4][C:5]([C:7]1[C:12](=[O:13])[CH:11]=[CH:10][N:9]([C:14]2[CH:21]=[CH:20][C:17]([C:18]#[N:19])=[CH:16][CH:15]=2)[N:8]=1)=O.[C:23]1([NH:29]N)[CH:28]=[CH:27][CH:26]=[CH:25][CH:24]=1. The catalyst is CO. The product is [O:13]=[C:12]1[CH:11]=[CH:10][N:9]([C:14]2[CH:21]=[CH:20][C:17]([C:18]#[N:19])=[CH:16][CH:15]=2)[N:8]=[C:7]1[C:5]1[N:29]([C:23]2[CH:28]=[CH:27][CH:26]=[CH:25][CH:24]=2)[N:2]=[CH:3][CH:4]=1. The yield is 0.0400. (2) The product is [CH2:16]([N:23]([CH2:14][C:3]1[C:2]([Cl:1])=[N:7][C:6]([N:8]([CH3:13])[CH:9]([CH3:12])[CH2:10][CH3:11])=[CH:5][N:4]=1)[CH2:24][C@@H:25]([OH:29])[CH2:26][O:27][CH3:28])[C:17]1[CH:22]=[CH:21][CH:20]=[CH:19][CH:18]=1. The yield is 0.640. The catalyst is C(#N)C.C(O)(=O)C. The reactants are [Cl:1][C:2]1[C:3]([CH:14]=O)=[N:4][CH:5]=[C:6]([N:8]([CH3:13])[CH:9]([CH3:12])[CH2:10][CH3:11])[N:7]=1.[CH2:16]([NH:23][CH2:24][C@@H:25]([OH:29])[CH2:26][O:27][CH3:28])[C:17]1[CH:22]=[CH:21][CH:20]=[CH:19][CH:18]=1.C(O[BH-](OC(=O)C)OC(=O)C)(=O)C.[Na+].C(=O)([O-])O.[Na+]. (3) The reactants are [OH:1][N:2]1[C:6](=[O:7])[C:5]2=[CH:8][CH:9]=[CH:10][CH:11]=[C:4]2[C:3]1=[O:12].C(N(CC)CC)C.Br[CH2:21][C:22]([O:24][C:25]([CH3:28])([CH3:27])[CH3:26])=[O:23]. The catalyst is ClCCl.C(Cl)(Cl)Cl. The product is [O:7]=[C:6]1[C:5]2[C:4](=[CH:11][CH:10]=[CH:9][CH:8]=2)[C:3](=[O:12])[N:2]1[O:1][CH2:21][C:22]([O:24][C:25]([CH3:28])([CH3:27])[CH3:26])=[O:23]. The yield is 0.960. (4) The catalyst is CN(C=O)C. The reactants are [CH3:1][O:2][C:3]1[CH:8]=[CH:7][C:6]([C:9]2[O:13][C:12](NC3C=CC=CC=3)=[N:11][C:10]=2[C:21]([OH:23])=O)=[CH:5][CH:4]=1.O.O[N:26]1[C:30]2[CH:31]=[CH:32][CH:33]=[CH:34][C:29]=2N=N1.Cl.C[N:37](C)CCCN=C=NCC.N.O1CCOCC1. The yield is 0.380. The product is [CH3:1][O:2][C:3]1[CH:4]=[CH:5][C:6]([C:9]2[O:13][C:12]([NH:26][C:30]3[CH:29]=[CH:34][CH:33]=[CH:32][CH:31]=3)=[N:11][C:10]=2[C:21]([NH2:37])=[O:23])=[CH:7][CH:8]=1.